Dataset: Reaction yield outcomes from USPTO patents with 853,638 reactions. Task: Predict the reaction yield, written as a fraction of the theoretical maximum amount of product (1.0 means a 100% yield; for example, 0.34 means a 34% yield). (1) The reactants are [SH:1][CH2:2][CH2:3][CH2:4][Si:5]([CH3:12])([O:9][CH2:10][CH3:11])[O:6][CH2:7][CH3:8].[CH2:13](O[K])C.[F:17][C:18]1[CH:23]=[CH:22][CH:21]=[CH:20][N:19]=1. The catalyst is C(O)C. The product is [CH2:7]([O:6][Si:5]([O:9][CH2:10][CH3:11])([CH3:12])[CH2:4][CH2:3][CH2:2][S:1][CH2:13][C:22]1[CH:21]=[CH:20][N:19]=[C:18]([F:17])[CH:23]=1)[CH3:8]. The yield is 0.780. (2) The reactants are [N:1]([CH2:4][CH2:5][O:6][C:7]1[CH:12]=[CH:11][C:10]([C:13]2[N:14]([CH2:26][CH3:27])[C:15]3[C:20]([C:21]=2[C:22]#[N:23])=[CH:19][CH:18]=[C:17]([O:24][CH3:25])[CH:16]=3)=[CH:9][CH:8]=1)=[N+]=[N-].Cl. The catalyst is [Pd].CO. The product is [NH2:1][CH2:4][CH2:5][O:6][C:7]1[CH:12]=[CH:11][C:10]([C:13]2[N:14]([CH2:26][CH3:27])[C:15]3[C:20]([C:21]=2[C:22]#[N:23])=[CH:19][CH:18]=[C:17]([O:24][CH3:25])[CH:16]=3)=[CH:9][CH:8]=1. The yield is 0.780. (3) The reactants are [Cl:1][C:2]1[CH:3]=[C:4]([CH:9]=[CH:10][CH:11]=1)[C:5]([NH:7][OH:8])=[NH:6].[C:12]1(=O)[O:17][C:15](=[O:16])[CH2:14][CH2:13]1. The catalyst is CN(C=O)C.C(OCC)(=O)C. The product is [Cl:1][C:2]1[CH:3]=[C:4]([C:5]2[N:6]=[C:12]([CH2:13][CH2:14][C:15]([OH:17])=[O:16])[O:8][N:7]=2)[CH:9]=[CH:10][CH:11]=1. The yield is 0.600. (4) The catalyst is C(O)C. The product is [C:15]1([S:21]([N:5]2[C:6]3[C:11](=[CH:10][CH:9]=[CH:8][CH:7]=3)[C:12]([CH:13]=[O:14])=[C:4]2[Cl:3])(=[O:23])=[O:22])[CH:20]=[CH:19][CH:18]=[CH:17][CH:16]=1. The reactants are [OH-].[Na+].[Cl:3][C:4]1[NH:5][C:6]2[C:11]([C:12]=1[CH:13]=[O:14])=[CH:10][CH:9]=[CH:8][CH:7]=2.[C:15]1([S:21](Cl)(=[O:23])=[O:22])[CH:20]=[CH:19][CH:18]=[CH:17][CH:16]=1. The yield is 0.170.